This data is from Reaction yield outcomes from USPTO patents with 853,638 reactions. The task is: Predict the reaction yield, written as a fraction of the theoretical maximum amount of product (1.0 means a 100% yield; for example, 0.34 means a 34% yield). (1) The reactants are [F:1][C:2]1[CH:7]=[CH:6][C:5](I)=[CH:4][CH:3]=1.[PH2:9]([O-:11])=[O:10].[NH3+][C:13]1C=CC=C[CH:14]=1.NCCC[Si](OCC)(OCC)OCC.C1(P(C2C=CC=CC=2)CCCP(C2C=CC=CC=2)C2C=CC=CC=2)C=CC=CC=1. The catalyst is C(#N)C.C([O-])(=O)C.[Pd+2].C([O-])(=O)C. The product is [F:1][C:2]1[CH:7]=[CH:6][C:5]([PH:9](=[O:11])[O:10][CH2:13][CH3:14])=[CH:4][CH:3]=1. The yield is 0.480. (2) The reactants are [N:1]1[CH:6]=[CH:5][CH:4]=[CH:3][C:2]=1[S:7][C:8]1[CH:13]=[CH:12][C:11]([N+:14]([O-])=O)=[CH:10][CH:9]=1.C([O-])([O-])=O.[K+].[K+]. The catalyst is CC(O)=O.CCOC(C)=O.O.[Fe]. The product is [N:1]1[CH:6]=[CH:5][CH:4]=[CH:3][C:2]=1[S:7][C:8]1[CH:13]=[CH:12][C:11]([NH2:14])=[CH:10][CH:9]=1. The yield is 0.700. (3) The reactants are [F:1][C:2]1[CH:3]=[C:4]2[C:8](=[CH:9][CH:10]=1)[NH:7][C:6]([C:11]1[O:15][CH:14]=[N:13][CH:12]=1)=[CH:5]2.[C:16]([O:20][C:21](O[C:21]([O:20][C:16]([CH3:19])([CH3:18])[CH3:17])=[O:22])=[O:22])([CH3:19])([CH3:18])[CH3:17].C(N(CC)CC)C. The catalyst is C(Cl)Cl.CN(C)C1C=CN=CC=1.CCCCCC. The product is [F:1][C:2]1[CH:3]=[C:4]2[C:8](=[CH:9][CH:10]=1)[N:7]([C:21]([O:20][C:16]([CH3:19])([CH3:18])[CH3:17])=[O:22])[C:6]([C:11]1[O:15][CH:14]=[N:13][CH:12]=1)=[CH:5]2. The yield is 1.00. (4) The reactants are [F:1][C:2]1[CH:7]=[C:6]([I:8])[CH:5]=[CH:4][C:3]=1[CH3:9].[Li+].CC([N-]C(C)C)C.[C:18](=[O:20])=[O:19]. The catalyst is C1COCC1. The product is [F:1][C:2]1[C:3]([CH3:9])=[CH:4][CH:5]=[C:6]([I:8])[C:7]=1[C:18]([OH:20])=[O:19]. The yield is 0.660. (5) The reactants are CC1(C)C(C)(C)OB([C:9]2[CH:10]=[N:11][N:12]3[CH2:17][CH2:16][CH2:15][CH2:14][C:13]=23)O1.[Cl:19][C:20]1[N:25]=[C:24](Cl)[CH:23]=[CH:22][N:21]=1.C([O-])([O-])=O.[Na+].[Na+]. The catalyst is C(COC)OC.CC(P(C(C)(C)C)C1C=CC(N(C)C)=CC=1)(C)C.CC(P(C(C)(C)C)C1C=CC(N(C)C)=CC=1)(C)C.Cl[Pd]Cl. The product is [Cl:19][C:20]1[N:25]=[C:24]([C:9]2[CH:10]=[N:11][N:12]3[CH2:17][CH2:16][CH2:15][CH2:14][C:13]=23)[CH:23]=[CH:22][N:21]=1. The yield is 0.930. (6) The reactants are [F:1][C:2]1[CH:9]=[CH:8][CH:7]=[C:6]([F:10])[C:3]=1[CH:4]=O.[CH3:11][O:12][C:13]1[CH:14]=[C:15]([CH:19]=[CH:20][C:21]=1[O:22][CH3:23])[CH2:16][C:17]#[N:18]. No catalyst specified. The product is [F:1][C:2]1[CH:9]=[CH:8][CH:7]=[C:6]([F:10])[C:3]=1/[CH:4]=[C:16](/[C:15]1[CH:19]=[CH:20][C:21]([O:22][CH3:23])=[C:13]([O:12][CH3:11])[CH:14]=1)\[C:17]#[N:18]. The yield is 0.400. (7) The reactants are CS(C)=O.[CH2:5]([C:20]1[CH:21]=[C:22]([OH:26])[CH:23]=[CH:24][CH:25]=1)[CH2:6][CH2:7][CH2:8][CH2:9][CH2:10][CH2:11][CH2:12][CH2:13][CH2:14][CH2:15][CH2:16][CH2:17][CH2:18][CH3:19].[OH-].[K+].[CH3:29]I. The catalyst is O. The product is [CH2:5]([C:20]1[CH:21]=[C:22]([O:26][CH3:29])[CH:23]=[CH:24][CH:25]=1)[CH2:6][CH2:7][CH2:8][CH2:9][CH2:10][CH2:11][CH2:12][CH2:13][CH2:14][CH2:15][CH2:16][CH2:17][CH2:18][CH3:19]. The yield is 0.970. (8) The catalyst is CCOC(C)=O. The product is [CH2:1]([O:3][C:4]1[CH:5]=[C:6]([O:12][CH3:13])[C:7]([N:8]=[C:14]=[O:15])=[CH:9][C:10]=1[CH3:11])[CH3:2]. The yield is 0.940. The reactants are [CH2:1]([O:3][C:4]1[C:10]([CH3:11])=[CH:9][C:7]([NH2:8])=[C:6]([O:12][CH3:13])[CH:5]=1)[CH3:2].[C:14](Cl)(Cl)=[O:15]. (9) The reactants are [C:1]([C:9]1[CH:17]=[CH:16][C:12]([C:13](O)=[O:14])=[CH:11][CH:10]=1)(=[O:8])[C:2]1[CH:7]=[CH:6][CH:5]=[CH:4][CH:3]=1.S(Cl)([Cl:20])=O.C1(C)C=CC=CC=1. The catalyst is CN(C)C=O. The product is [C:1]([C:9]1[CH:17]=[CH:16][C:12]([C:13]([Cl:20])=[O:14])=[CH:11][CH:10]=1)(=[O:8])[C:2]1[CH:7]=[CH:6][CH:5]=[CH:4][CH:3]=1. The yield is 0.910.